This data is from Full USPTO retrosynthesis dataset with 1.9M reactions from patents (1976-2016). The task is: Predict the reactants needed to synthesize the given product. (1) Given the product [F:12][C:4]1[CH:3]=[C:2]([NH:1][C:14]([CH3:19])([CH3:18])[C:15]([OH:17])=[O:16])[CH:11]=[CH:10][C:5]=1[C:6](=[O:7])[NH:8][CH3:9], predict the reactants needed to synthesize it. The reactants are: [NH2:1][C:2]1[CH:11]=[CH:10][C:5]([C:6]([NH:8][CH3:9])=[O:7])=[C:4]([F:12])[CH:3]=1.Br[C:14]([CH3:19])([CH3:18])[C:15]([OH:17])=[O:16].ClCCl. (2) Given the product [CH3:27][O:28][CH2:29][CH2:30][N:31]1[C:35]([CH3:36])=[C:34]([CH3:37])[S:33]/[C:32]/1=[N:38]\[C:11]([C:6]1[C:5]2[CH:4]=[CH:3][CH:2]=[N:1][C:10]=2[CH:9]=[CH:8][CH:7]=1)=[O:13], predict the reactants needed to synthesize it. The reactants are: [N:1]1[C:10]2[CH:9]=[CH:8][CH:7]=[C:6]([C:11]([OH:13])=O)[C:5]=2[CH:4]=[CH:3][CH:2]=1.N1C2C=CC=C(C(Cl)=O)C=2C=CC=1.[CH3:27][O:28][CH2:29][CH2:30][N:31]1[C:35]([CH3:36])=[C:34]([CH3:37])[S:33][C:32]1=[NH:38].CCN(CC)CC.